This data is from Full USPTO retrosynthesis dataset with 1.9M reactions from patents (1976-2016). The task is: Predict the reactants needed to synthesize the given product. (1) The reactants are: [Cl:1][C:2]1[CH:10]=[CH:9][C:5]([C:6]([OH:8])=O)=[CH:4][CH:3]=1.CCN(C(C)C)C(C)C.CN(C(ON1N=NC2C=CC=CC1=2)=[N+](C)C)C.[B-](F)(F)(F)F.[CH3:42][NH:43][C@H:44]([CH2:51][CH2:52][CH3:53])[CH2:45][N:46]1[CH2:49][CH:48]([OH:50])[CH2:47]1.[OH-].[K+]. Given the product [Cl:1][C:2]1[CH:3]=[CH:4][C:5]([C:6]([N:43]([C@H:44]([CH2:51][CH2:52][CH3:53])[CH2:45][N:46]2[CH2:47][CH:48]([OH:50])[CH2:49]2)[CH3:42])=[O:8])=[CH:9][CH:10]=1, predict the reactants needed to synthesize it. (2) Given the product [Cl:26][C:27]1[C:28]([C:33]2[C:34]([F:40])=[C:35]([NH:36][C:14]([C@@H:9]3[CH2:10][C@@H:11]([F:13])[CH2:12][N:8]3[C:6]([O:5][C:1]([CH3:2])([CH3:3])[CH3:4])=[O:7])=[O:16])[CH:37]=[CH:38][CH:39]=2)=[N:29][CH:30]=[CH:31][CH:32]=1, predict the reactants needed to synthesize it. The reactants are: [C:1]([O:5][C:6]([N:8]1[CH2:12][C@H:11]([F:13])[CH2:10][C@H:9]1[C:14]([OH:16])=O)=[O:7])([CH3:4])([CH3:3])[CH3:2].ClC(N(C)C)=C(C)C.Cl.[Cl:26][C:27]1[C:28]([C:33]2[C:34]([F:40])=[C:35]([CH:37]=[CH:38][CH:39]=2)[NH2:36])=[N:29][CH:30]=[CH:31][CH:32]=1.CCN(C(C)C)C(C)C. (3) Given the product [CH2:1]([O:3][C:4](=[O:24])[CH2:5][S:6][C:7]1[CH:8]=[CH:9][C:10]([O:13][C:14]2[CH:19]=[CH:18][C:17]([NH2:20])=[CH:16][C:15]=2[F:23])=[CH:11][CH:12]=1)[CH3:2], predict the reactants needed to synthesize it. The reactants are: [CH2:1]([O:3][C:4](=[O:24])[CH2:5][S:6][C:7]1[CH:12]=[CH:11][C:10]([O:13][C:14]2[CH:19]=[CH:18][C:17]([N+:20]([O-])=O)=[CH:16][C:15]=2[F:23])=[CH:9][CH:8]=1)[CH3:2].O.O.[Sn](Cl)(Cl)(Cl)Cl.O. (4) The reactants are: [C:1]([O:5][C:6]([N:8]1[CH2:13][CH2:12][N:11]([C:14]2[CH:19]=[CH:18][C:17]([C:20]3[C:24]([N:25](C(OCC(Cl)(Cl)Cl)=O)[C@H:26]([C:31]([O:33]C)=[O:32])[CH2:27][CH:28]([CH3:30])[CH3:29])=[CH:23][O:22][N:21]=3)=[CH:16][CH:15]=2)[CH2:10][CH2:9]1)=[O:7])([CH3:4])([CH3:3])[CH3:2].C(O)(=O)C. Given the product [C:1]([O:5][C:6]([N:8]1[CH2:13][CH2:12][N:11]([C:14]2[CH:15]=[CH:16][C:17]([C:20]3[C:24]([NH:25][C@H:26]([C:31]([OH:33])=[O:32])[CH2:27][CH:28]([CH3:29])[CH3:30])=[CH:23][O:22][N:21]=3)=[CH:18][CH:19]=2)[CH2:10][CH2:9]1)=[O:7])([CH3:2])([CH3:4])[CH3:3], predict the reactants needed to synthesize it. (5) Given the product [NH2:21][C:15]1[C:14]2[N:13]=[C:12]([CH2:22][O:23][CH2:24][CH3:25])[N:11]([CH2:10][CH2:9][CH2:8][CH2:7][NH:6][S:2]([CH3:1])(=[O:4])=[O:3])[C:19]=2[C:18]([CH3:20])=[CH:17][N:16]=1, predict the reactants needed to synthesize it. The reactants are: [CH3:1][S:2](Cl)(=[O:4])=[O:3].[NH2:6][CH2:7][CH2:8][CH2:9][CH2:10][N:11]1[C:19]2[C:18]([CH3:20])=[CH:17][N:16]=[C:15]([NH2:21])[C:14]=2[N:13]=[C:12]1[CH2:22][O:23][CH2:24][CH3:25].C(N(CC)CC)C.C(Cl)(Cl)Cl. (6) Given the product [C:1]1([C@@H:7]2[CH2:11][N:10]([C:56]([C:52]3[CH:53]=[N:54][O:55][C:51]=3[C:46]3[CH:47]=[CH:48][CH:49]=[CH:50][N:45]=3)=[O:57])[CH2:9][CH:8]2[CH2:12][OH:13])[CH:2]=[CH:3][CH:4]=[CH:5][CH:6]=1, predict the reactants needed to synthesize it. The reactants are: [C:1]1([CH:7]2[CH2:11][NH:10][CH2:9][CH:8]2[CH2:12][OH:13])[CH:6]=[CH:5][CH:4]=[CH:3][CH:2]=1.CN(C(ON1N=NC2C=CC=CC1=2)=[N+](C)C)C.[B-](F)(F)(F)F.C(N(C(C)C)C(C)C)C.[N:45]1[CH:50]=[CH:49][CH:48]=[CH:47][C:46]=1[C:51]1[O:55][N:54]=[CH:53][C:52]=1[C:56](O)=[O:57]. (7) Given the product [OH:8][C:9]1[CH:17]=[C:16]2[C:12]([CH:13]=[CH:14][N:15]2[C:18]2[N:22]([CH3:23])[N:21]=[C:20]([CH3:24])[C:19]=2/[CH:25]=[CH:26]/[C:27]([NH:29][S:30]([CH2:33][CH2:34][CH2:35][CH2:36][CH3:37])(=[O:32])=[O:31])=[O:28])=[CH:11][CH:10]=1, predict the reactants needed to synthesize it. The reactants are: C([O:8][C:9]1[CH:17]=[C:16]2[C:12]([CH:13]=[CH:14][N:15]2[C:18]2[N:22]([CH3:23])[N:21]=[C:20]([CH3:24])[C:19]=2/[CH:25]=[CH:26]/[C:27]([NH:29][S:30]([CH2:33][CH2:34][CH2:35][CH2:36][CH3:37])(=[O:32])=[O:31])=[O:28])=[CH:11][CH:10]=1)C1C=CC=CC=1.B(Br)(Br)Br.